Dataset: CYP2C9 inhibition data for predicting drug metabolism from PubChem BioAssay. Task: Regression/Classification. Given a drug SMILES string, predict its absorption, distribution, metabolism, or excretion properties. Task type varies by dataset: regression for continuous measurements (e.g., permeability, clearance, half-life) or binary classification for categorical outcomes (e.g., BBB penetration, CYP inhibition). Dataset: cyp2c9_veith. (1) The compound is CN(CC(=O)NCc1ccc(F)cc1)S(=O)(=O)c1cccc2nsnc12. The result is 0 (non-inhibitor). (2) The drug is O=c1cnc2cnc(Oc3ccccc3)nc2n1C[C@H]1CCCO1. The result is 0 (non-inhibitor). (3) The compound is Cc1ccc(-n2c3c(c(=O)[nH]c2=O)C(NS(=O)(=O)c2ccc(C)cc2)(C(F)(F)F)C(=O)N3)cc1. The result is 0 (non-inhibitor).